Predict the reaction yield, written as a fraction of the theoretical maximum amount of product (1.0 means a 100% yield; for example, 0.34 means a 34% yield). From a dataset of Reaction yield outcomes from USPTO patents with 853,638 reactions. The reactants are Cl[C:2]1[N:6]([CH2:7][CH3:8])[N:5]=[CH:4][C:3]=1[N+:9]([O-:11])=[O:10].[F:12][C:13]([F:25])([F:24])[C:14]([NH:16][CH:17]1[CH2:23][CH2:22][CH2:21][NH:20][CH2:19][CH2:18]1)=[O:15]. No catalyst specified. The product is [CH2:7]([N:6]1[C:2]([N:20]2[CH2:21][CH2:22][CH2:23][CH:17]([NH:16][C:14](=[O:15])[C:13]([F:24])([F:12])[F:25])[CH2:18][CH2:19]2)=[C:3]([N+:9]([O-:11])=[O:10])[CH:4]=[N:5]1)[CH3:8]. The yield is 0.550.